Dataset: Full USPTO retrosynthesis dataset with 1.9M reactions from patents (1976-2016). Task: Predict the reactants needed to synthesize the given product. (1) The reactants are: [F:1][C:2]1[CH:35]=[CH:34][C:5]([O:6][C:7]2[CH:12]=[CH:11][C:10]([S:13]([NH:16][CH2:17][CH2:18][C:19]3[CH:24]=[CH:23][CH:22]=[CH:21][C:20]=3[O:25][CH2:26][CH2:27][N:28]3[CH2:33][CH2:32][CH2:31][CH2:30][CH2:29]3)(=[O:15])=[O:14])=[CH:9][CH:8]=2)=[CH:4][CH:3]=1.[C:36]([OH:40])(=[O:39])[CH:37]=O. Given the product [F:1][C:2]1[CH:3]=[CH:4][C:5]([O:6][C:7]2[CH:8]=[CH:9][C:10]([S:13]([N:16]3[CH2:17][CH2:18][C:19]4[C:24](=[CH:23][CH:22]=[CH:21][C:20]=4[O:25][CH2:26][CH2:27][N:28]4[CH2:29][CH2:30][CH2:31][CH2:32][CH2:33]4)[CH:37]3[C:36]([OH:40])=[O:39])(=[O:15])=[O:14])=[CH:11][CH:12]=2)=[CH:34][CH:35]=1, predict the reactants needed to synthesize it. (2) Given the product [CH3:43][C:44]1([CH3:52])[CH2:49][CH:48](/[CH:50]=[CH:9]/[CH2:10][CH2:11][O:12][CH2:13][C:14]2[CH:15]=[CH:16][CH:17]=[CH:18][CH:19]=2)[CH2:47][CH2:46][O:45]1, predict the reactants needed to synthesize it. The reactants are: [Br-].C1([P+](C2C=CC=CC=2)(C2C=CC=CC=2)[CH2:9][CH2:10][CH2:11][O:12][CH2:13][C:14]2[CH:19]=[CH:18][CH:17]=[CH:16][CH:15]=2)C=CC=CC=1.C([Li])CCC.CCCCCC.[CH3:43][C:44]1([CH3:52])[CH2:49][CH:48]([CH:50]=O)[CH2:47][CH2:46][O:45]1. (3) Given the product [Cl:21][C:5]1[C:6]([NH:8][C:9]2[CH:14]=[CH:13][CH:12]=[CH:11][C:10]=2[C:15]2[N:16]([CH3:20])[CH:17]=[CH:18][N:19]=2)=[N:7][C:2]([NH:35][C:32]2[CH:33]=[CH:34][C:27]3[CH2:26][CH2:25][N:24]([CH2:22][CH3:23])[CH2:30][CH2:29][C:28]=3[CH:31]=2)=[N:3][CH:4]=1, predict the reactants needed to synthesize it. The reactants are: Cl[C:2]1[N:7]=[C:6]([NH:8][C:9]2[CH:14]=[CH:13][CH:12]=[CH:11][C:10]=2[C:15]2[N:16]([CH3:20])[CH:17]=[CH:18][N:19]=2)[C:5]([Cl:21])=[CH:4][N:3]=1.[CH2:22]([N:24]1[CH2:30][CH2:29][C:28]2[CH:31]=[C:32]([NH2:35])[CH:33]=[CH:34][C:27]=2[CH2:26][CH2:25]1)[CH3:23].Cl.O1CCOCC1.C(O)(C(F)(F)F)=O. (4) Given the product [N:27]([CH2:20][CH2:19][O:18][C:15]1[CH:16]=[CH:17][C:12]([CH2:11][C:5]([CH2:1][CH2:2][CH2:3][CH3:4])([CH3:26])[C:6]([O:8][CH2:9][CH3:10])=[O:7])=[CH:13][CH:14]=1)=[N+:28]=[N-:29], predict the reactants needed to synthesize it. The reactants are: [CH2:1]([C:5]([CH3:26])([CH2:11][C:12]1[CH:17]=[CH:16][C:15]([O:18][CH2:19][CH2:20]OS(C)(=O)=O)=[CH:14][CH:13]=1)[C:6]([O:8][CH2:9][CH3:10])=[O:7])[CH2:2][CH2:3][CH3:4].[N-:27]=[N+:28]=[N-:29].[Na+]. (5) Given the product [CH2:1]([O:3][C:4]([C:5]([CH2:11][CH3:12])([CH2:13][CH3:14])[C:6]([OH:8])=[O:7])=[O:15])[CH3:2], predict the reactants needed to synthesize it. The reactants are: [CH2:1]([O:3][C:4](=[O:15])[C:5]([CH2:13][CH3:14])([CH2:11][CH3:12])[C:6]([O:8]CC)=[O:7])[CH3:2].[OH-].[K+]. (6) Given the product [Cl:28][C:29]1[CH:34]=[CH:33][C:32]([C:2]2[CH:7]=[C:6]([CH3:8])[C:5]([C:9]3[C:10](=[O:26])[N:11]([O:22][CH2:23][O:24][CH3:25])[C:12]4([CH2:15][CH2:16][N:17]([O:20][CH3:21])[CH2:18][CH2:19]4)[C:13]=3[OH:14])=[C:4]([CH3:27])[CH:3]=2)=[CH:31][CH:30]=1, predict the reactants needed to synthesize it. The reactants are: Br[C:2]1[CH:7]=[C:6]([CH3:8])[C:5]([C:9]2[C:10](=[O:26])[N:11]([O:22][CH2:23][O:24][CH3:25])[C:12]3([CH2:19][CH2:18][N:17]([O:20][CH3:21])[CH2:16][CH2:15]3)[C:13]=2[OH:14])=[C:4]([CH3:27])[CH:3]=1.[Cl:28][C:29]1[CH:34]=[CH:33][C:32](B(O)O)=[CH:31][CH:30]=1.C(=O)([O-])[O-].[Na+].[Na+].Cl. (7) Given the product [CH3:1][O:2][C:3](=[O:34])[CH2:4][C@H:5]1[C:9]2[CH:8]=[CH:13][C:12]([O:14][C@H:15]3[C:23]4[C:18](=[C:19]([C:36]5[C:37]([CH3:51])=[CH:38][C:39]([C:43]6[CH:48]=[CH:47][N:46]=[C:45]([O:49][CH3:50])[CH:44]=6)=[CH:40][C:41]=5[CH3:42])[CH:20]=[CH:21][C:22]=4[F:24])[CH2:17][CH2:16]3)=[CH:11][C:10]=2[O:7][CH2:6]1, predict the reactants needed to synthesize it. The reactants are: [CH3:1][O:2][C:3](=[O:34])[CH2:4][C@H:5]1[C:9]2[CH:10]=[CH:11][C:12]([O:14][C@H:15]3[C:23]4[C:18](=[C:19](B5OC(C)(C)C(C)(C)O5)[CH:20]=[CH:21][C:22]=4[F:24])[CH2:17][CH2:16]3)=[CH:13][C:8]=2[O:7][CH2:6]1.Br[C:36]1[C:41]([CH3:42])=[CH:40][C:39]([C:43]2[CH:48]=[CH:47][N:46]=[C:45]([O:49][CH3:50])[CH:44]=2)=[CH:38][C:37]=1[CH3:51].BrC1C=CC(F)=C2C=1CC[C@H]2OC1C=CC2[C@H](CC(OC)=O)COC=2C=1.